The task is: Predict the product of the given reaction.. This data is from Forward reaction prediction with 1.9M reactions from USPTO patents (1976-2016). (1) The product is: [Cl:1][C:2]1[CH:3]=[C:4]([CH2:21][C:22]([OH:24])=[O:23])[CH:5]=[CH:6][C:7]=1[NH:8][C:9]([C:11]1[C:19]2[C:14](=[CH:15][CH:16]=[CH:17][CH:18]=2)[N:13]([CH3:20])[N:12]=1)=[O:10]. Given the reactants [Cl:1][C:2]1[CH:3]=[C:4]([CH2:21][C:22]([O:24]C)=[O:23])[CH:5]=[CH:6][C:7]=1[NH:8][C:9]([C:11]1[C:19]2[C:14](=[CH:15][CH:16]=[CH:17][CH:18]=2)[N:13]([CH3:20])[N:12]=1)=[O:10].C1COCC1.[OH-].[Na+], predict the reaction product. (2) Given the reactants [CH3:1][C:2]1[S:6][C:5]2=[N:7][C:8]([C:10]3[CH:15]=[CH:14][C:13]([N+:16]([O-])=O)=[CH:12][CH:11]=3)=[CH:9][N:4]2[CH:3]=1.O.O.[Sn](Cl)Cl.C(Cl)Cl.CCOC(C)=O, predict the reaction product. The product is: [CH3:1][C:2]1[S:6][C:5]2=[N:7][C:8]([C:10]3[CH:15]=[CH:14][C:13]([NH2:16])=[CH:12][CH:11]=3)=[CH:9][N:4]2[CH:3]=1. (3) The product is: [C:28]([N:10]1[C:11]([C:13]2[S:14][C:15]3[CH2:16][CH2:17][O:18][C:19]4[CH:26]=[C:25]([C:47]5[CH:48]=[N:49][NH:50][CH:51]=5)[CH:24]=[CH:23][C:20]=4[C:21]=3[N:22]=2)=[N:12][C:8]([NH2:7])=[N:9]1)([CH3:30])([CH3:31])[CH3:29]. Given the reactants C(OC(=O)[NH:7][C:8]1[N:12]=[C:11]([C:13]2[S:14][C:15]3[CH2:16][CH2:17][O:18][C:19]4[CH:26]=[C:25](Br)[CH:24]=[CH:23][C:20]=4[C:21]=3[N:22]=2)[N:10]([C:28]([CH3:31])([CH3:30])[CH3:29])[N:9]=1)(C)(C)C.O.C([O-])(=O)C.[K+].CC1(C)C(C)(C)OB([C:47]2[CH:48]=[N:49][NH:50][CH:51]=2)O1, predict the reaction product. (4) Given the reactants [C:1]1([S:7]([CH2:10][C:11]([O:13]C)=[O:12])(=[O:9])=[O:8])[CH:6]=[CH:5][CH:4]=[CH:3][CH:2]=1.[H-].[Na+].[CH2:17](Br)[CH3:18].[C:20](O[K])(C)(C)[CH3:21], predict the reaction product. The product is: [CH2:20]([C:10]([S:7]([C:1]1[CH:6]=[CH:5][CH:4]=[CH:3][CH:2]=1)(=[O:9])=[O:8])([CH2:17][CH3:18])[C:11]([OH:13])=[O:12])[CH3:21]. (5) Given the reactants [NH2:1][C:2]1[N:6]([CH3:7])[C:5](=[O:8])[C:4]([C:20]2[CH:25]=[CH:24][C:23]([O:26][CH:27]([F:29])[F:28])=[CH:22][CH:21]=2)([C:9]2[CH:14]=[CH:13][CH:12]=[C:11]([CH:15]3[CH2:18][C:17](=[O:19])[CH2:16]3)[CH:10]=2)[N:3]=1.[BH4-].[Na+], predict the reaction product. The product is: [NH2:1][C:2]1[N:6]([CH3:7])[C:5](=[O:8])[C:4]([C:20]2[CH:21]=[CH:22][C:23]([O:26][CH:27]([F:29])[F:28])=[CH:24][CH:25]=2)([C:9]2[CH:14]=[CH:13][CH:12]=[C:11]([CH:15]3[CH2:16][CH:17]([OH:19])[CH2:18]3)[CH:10]=2)[N:3]=1. (6) The product is: [NH2:1][C:2]1[N:7]=[C:6]([C:8]([O:10][CH2:11][CH3:12])=[CH2:9])[C:5]([C:13]#[N:14])=[C:4]([S:15][CH2:16][CH2:23][C:18]2[CH:19]=[CH:20][CH:21]=[CH:22][N:17]=2)[N:3]=1. Given the reactants [NH2:1][C:2]1[N:7]=[C:6]([C:8]([O:10][CH2:11][CH3:12])=[CH2:9])[C:5]([C:13]#[N:14])=[C:4]([S:15][CH3:16])[N:3]=1.[N:17]1[CH:22]=[CH:21][CH:20]=[CH:19][C:18]=1[CH2:23]C[S-].[Na+], predict the reaction product. (7) The product is: [CH2:1]([O:5][C:6]([C:8]1[N:9]=[C:10]([Br:19])[C:11]2[C:16]([C:17]=1[O:18][CH2:20][C:21]1[CH:26]=[CH:25][CH:24]=[CH:23][CH:22]=1)=[CH:15][CH:14]=[CH:13][CH:12]=2)=[O:7])[CH2:2][CH2:3][CH3:4]. Given the reactants [CH2:1]([O:5][C:6]([C:8]1[N:9]=[C:10]([Br:19])[C:11]2[C:16]([C:17]=1[OH:18])=[CH:15][CH:14]=[CH:13][CH:12]=2)=[O:7])[CH2:2][CH2:3][CH3:4].[CH2:20](Br)[C:21]1[CH:26]=[CH:25][CH:24]=[CH:23][CH:22]=1.C([O-])([O-])=O.[K+].[K+], predict the reaction product.